This data is from Reaction yield outcomes from USPTO patents with 853,638 reactions. The task is: Predict the reaction yield, written as a fraction of the theoretical maximum amount of product (1.0 means a 100% yield; for example, 0.34 means a 34% yield). (1) The product is [F:14][C:15]1[CH:21]=[C:20]([S:22][CH3:23])[CH:19]=[CH:18][C:16]=1[NH:17][C:2]1[C:3]([C:10]([O:12][CH3:13])=[O:11])=[N:4][N:5]([CH3:9])[C:6](=[O:8])[CH:7]=1. The yield is 0.420. The reactants are Cl[C:2]1[C:3]([C:10]([O:12][CH3:13])=[O:11])=[N:4][N:5]([CH3:9])[C:6](=[O:8])[CH:7]=1.[F:14][C:15]1[CH:21]=[C:20]([S:22][CH3:23])[CH:19]=[CH:18][C:16]=1[NH2:17].C1C=CC(P(C2C(C3C(P(C4C=CC=CC=4)C4C=CC=CC=4)=CC=C4C=3C=CC=C4)=C3C(C=CC=C3)=CC=2)C2C=CC=CC=2)=CC=1.C([O-])([O-])=O.[Cs+].[Cs+].N#N. The catalyst is C1(C)C=CC=CC=1.CCOC(C)=O.CC([O-])=O.CC([O-])=O.[Pd+2]. (2) The reactants are [Si:1]([O:8][CH2:9][CH2:10][CH2:11][N:12]1[C:20]2[C:15](=[C:16]([CH2:21][C:22]#[N:23])[CH:17]=[CH:18][CH:19]=2)[CH:14]=[CH:13]1)([C:4]([CH3:7])([CH3:6])[CH3:5])([CH3:3])[CH3:2].CC([OH:28])(C)C.[OH-].[K+]. The catalyst is C(OCC)(=O)C. The product is [Si:1]([O:8][CH2:9][CH2:10][CH2:11][N:12]1[C:20]2[C:15](=[C:16]([CH2:21][C:22]([NH2:23])=[O:28])[CH:17]=[CH:18][CH:19]=2)[CH:14]=[CH:13]1)([C:4]([CH3:5])([CH3:7])[CH3:6])([CH3:3])[CH3:2]. The yield is 0.770. (3) The reactants are [C:1]([C:5]1[CH:10]=[CH:9][C:8]([S:11](Cl)(=[O:13])=[O:12])=[CH:7][CH:6]=1)([CH3:4])([CH3:3])[CH3:2].[CH3:15][C:16]1[CH:20]=[C:19]([NH2:21])[N:18]([C:22]2[C:31]3[C:26](=[CH:27][CH:28]=[CH:29][CH:30]=3)[N:25]=[CH:24][N:23]=2)[N:17]=1.ClCCl. The catalyst is N1C=CC=CC=1. The product is [C:1]([C:5]1[CH:10]=[CH:9][C:8]([S:11]([NH:21][C:19]2[N:18]([C:22]3[C:31]4[C:26](=[CH:27][CH:28]=[CH:29][CH:30]=4)[N:25]=[CH:24][N:23]=3)[N:17]=[C:16]([CH3:15])[CH:20]=2)(=[O:13])=[O:12])=[CH:7][CH:6]=1)([CH3:4])([CH3:3])[CH3:2]. The yield is 0.240. (4) The reactants are [CH2:1]([O:3][C:4]1[CH:9]=[C:8]([F:10])[CH:7]=[CH:6][C:5]=1[C:11]1[S:19][C:18]2[C:17]([NH:20][NH2:21])=[N:16][CH:15]=[N:14][C:13]=2[C:12]=1[CH2:22][OH:23])[CH3:2].[S:24]1[CH:28]=[CH:27][CH:26]=[C:25]1[CH:29]=O. The catalyst is C(O)C. The product is [CH2:1]([O:3][C:4]1[CH:9]=[C:8]([F:10])[CH:7]=[CH:6][C:5]=1[C:11]1[S:19][C:18]2[C:17]([NH:20][N:21]=[CH:29][C:25]3[S:24][CH:28]=[CH:27][CH:26]=3)=[N:16][CH:15]=[N:14][C:13]=2[C:12]=1[CH2:22][OH:23])[CH3:2]. The yield is 0.260.